The task is: Predict the reactants needed to synthesize the given product.. This data is from Full USPTO retrosynthesis dataset with 1.9M reactions from patents (1976-2016). (1) Given the product [CH2:1]([O:8][C:9]([NH:11][CH:12]1[N:18]=[C:17]([C:19]2[CH:24]=[CH:23][CH:22]=[CH:21][CH:20]=2)[C:16]2[CH:25]=[CH:26][CH:27]=[CH:28][C:15]=2[N:14]([CH2:32][CH:33]([CH3:35])[CH3:34])[C:13]1=[O:29])=[O:10])[C:2]1[CH:7]=[CH:6][CH:5]=[CH:4][CH:3]=1, predict the reactants needed to synthesize it. The reactants are: [CH2:1]([O:8][C:9]([NH:11][CH:12]1[N:18]=[C:17]([C:19]2[CH:24]=[CH:23][CH:22]=[CH:21][CH:20]=2)[C:16]2[CH:25]=[CH:26][CH:27]=[CH:28][C:15]=2[NH:14][C:13]1=[O:29])=[O:10])[C:2]1[CH:7]=[CH:6][CH:5]=[CH:4][CH:3]=1.[H-].[Na+].[CH2:32](I)[CH:33]([CH3:35])[CH3:34].[Cl-].[Na+]. (2) Given the product [F:1][C:2]1[C:7]([CH:8]2[CH2:12][CH2:11][CH:10]([OH:13])[CH2:9]2)=[CH:6][CH:5]=[CH:4][N:3]=1, predict the reactants needed to synthesize it. The reactants are: [F:1][C:2]1[C:7]([C:8]2[CH2:12][CH2:11][CH:10]([OH:13])[CH:9]=2)=[CH:6][CH:5]=[CH:4][N:3]=1. (3) Given the product [O:12]=[C:7]1[CH2:6][CH2:5][C:4]2[C:9](=[CH:10][CH:11]=[C:2]([C:69]3[CH:70]=[C:71]([NH:75][CH:76]([C:80]4[CH:85]=[CH:84][CH:83]=[CH:82][CH:81]=4)[C:77]([NH2:79])=[O:78])[CH:72]=[N:73][CH:74]=3)[CH:3]=2)[NH:8]1, predict the reactants needed to synthesize it. The reactants are: Br[C:2]1[CH:3]=[C:4]2[C:9](=[CH:10][CH:11]=1)[NH:8][C:7](=[O:12])[CH2:6][CH2:5]2.B1(B2OC(C)(C)C(C)(C)O2)OC(C)(C)C(C)(C)O1.C(P(C12CC3CC(CC(C3)C1)C2)C12CC3CC(CC(C3)C1)C2)CCC.C([O-])(=O)C.[K+].C(OC(C)C)(=O)C.Br[C:69]1[CH:70]=[C:71]([NH:75][CH:76]([C:80]2[CH:85]=[CH:84][CH:83]=[CH:82][CH:81]=2)[C:77]([NH2:79])=[O:78])[CH:72]=[N:73][CH:74]=1.C(=O)([O-])[O-].[K+].[K+]. (4) Given the product [Cl:11][C:4]1[CH:3]=[C:2]([C:12]#[N:13])[CH:10]=[CH:9][C:5]=1[C:6]([OH:8])=[O:7], predict the reactants needed to synthesize it. The reactants are: Br[C:2]1[CH:10]=[CH:9][C:5]([C:6]([OH:8])=[O:7])=[C:4]([Cl:11])[CH:3]=1.[CH3:12][N:13](C)C=O.